This data is from M1 muscarinic receptor agonist screen with 61,833 compounds. The task is: Binary Classification. Given a drug SMILES string, predict its activity (active/inactive) in a high-throughput screening assay against a specified biological target. (1) The drug is O(C(C(=O)NC1CCCCC1)C)C(=O)c1occc1. The result is 0 (inactive). (2) The compound is o1c2nc(n(c(=O)c2c(=O)c2c1cccc2)c1ccccc1)CC. The result is 0 (inactive). (3) The result is 0 (inactive). The molecule is o1c(nc2ncccc12)c1c2c(ccc1)cccc2. (4) The compound is OC1(C(C(C(=C(Nc2ccccc2)C1)C(=O)C)c1cc2OCOc2cc1)C(=O)C)C. The result is 0 (inactive).